This data is from Reaction yield outcomes from USPTO patents with 853,638 reactions. The task is: Predict the reaction yield, written as a fraction of the theoretical maximum amount of product (1.0 means a 100% yield; for example, 0.34 means a 34% yield). (1) The reactants are Br[C:2]1[CH:3]=[CH:4][C:5]2=[C:6]([CH:19]=1)[NH:7][C:8](=[O:18])[CH2:9][N:10]=[C:11]2[C:12]1[CH:17]=[CH:16][CH:15]=[CH:14][CH:13]=1.[C:20]([O:24][CH3:25])(=[O:23])[CH:21]=[CH2:22].C(N(CC)CC)C. The catalyst is CN(C=O)C.C1C=CC(/C=C/C(/C=C/C2C=CC=CC=2)=O)=CC=1.C1C=CC(/C=C/C(/C=C/C2C=CC=CC=2)=O)=CC=1.C1C=CC(/C=C/C(/C=C/C2C=CC=CC=2)=O)=CC=1.[Pd].[Pd]. The product is [O:18]=[C:8]1[NH:7][C:6]2[CH:19]=[C:2](/[CH:22]=[CH:21]/[C:20]([O:24][CH3:25])=[O:23])[CH:3]=[CH:4][C:5]=2[C:11]([C:12]2[CH:17]=[CH:16][CH:15]=[CH:14][CH:13]=2)=[N:10][CH2:9]1. The yield is 0.330. (2) The reactants are C[N:2]1[CH2:7][CH2:6]O[CH2:4][CH2:3]1.ClC(OCC(C)C)=O.[Cl:16][C:17]1[CH:22]=[CH:21][C:20]([S:23]([CH:26]([C:35]2[CH:40]=[C:39]([F:41])[CH:38]=[CH:37][C:36]=2[F:42])[CH2:27][CH2:28][CH2:29][CH2:30][CH2:31][C:32](O)=[O:33])(=[O:25])=[O:24])=[CH:19][CH:18]=1.N1CCCC1. The catalyst is ClCCl.C(OCC)(=O)C.CCCCCC.CCCCCC.O1CCCC1. The product is [Cl:16][C:17]1[CH:18]=[CH:19][C:20]([S:23]([CH:26]([C:35]2[CH:40]=[C:39]([F:41])[CH:38]=[CH:37][C:36]=2[F:42])[CH2:27][CH2:28][CH2:29][CH2:30][CH2:31][C:32]([N:2]2[CH2:7][CH2:6][CH2:4][CH2:3]2)=[O:33])(=[O:25])=[O:24])=[CH:21][CH:22]=1. The yield is 0.780. (3) The reactants are [Cl:1][C:2]1[CH:3]=[C:4](OS(C(F)(F)F)(=O)=O)[CH:5]=[C:6]([Cl:32])[C:7]=1[CH2:8][C@@H:9]1[CH2:13][CH2:12][N:11]([C@H:14]2[CH2:19][CH2:18][C@@H:17]([O:20][Si:21]([CH:28]([CH3:30])[CH3:29])([CH:25]([CH3:27])[CH3:26])[CH:22]([CH3:24])[CH3:23])[CH2:16][CH2:15]2)[C:10]1=[O:31].[CH3:41][O:42][C:43]([C:45]1[CH:50]=[CH:49][C:48](B(O)O)=[CH:47][CH:46]=1)=[O:44].C(=O)([O-])[O-].[Na+].[Na+].O. The catalyst is C1C=CC([P]([Pd]([P](C2C=CC=CC=2)(C2C=CC=CC=2)C2C=CC=CC=2)([P](C2C=CC=CC=2)(C2C=CC=CC=2)C2C=CC=CC=2)[P](C2C=CC=CC=2)(C2C=CC=CC=2)C2C=CC=CC=2)(C2C=CC=CC=2)C2C=CC=CC=2)=CC=1.O1CCCC1. The product is [CH3:41][O:42][C:43]([C:45]1[CH:50]=[CH:49][C:48]([C:4]2[CH:5]=[C:6]([Cl:32])[C:7]([CH2:8][C@@H:9]3[CH2:13][CH2:12][N:11]([C@H:14]4[CH2:15][CH2:16][C@@H:17]([O:20][Si:21]([CH:22]([CH3:23])[CH3:24])([CH:25]([CH3:26])[CH3:27])[CH:28]([CH3:29])[CH3:30])[CH2:18][CH2:19]4)[C:10]3=[O:31])=[C:2]([Cl:1])[CH:3]=2)=[CH:47][CH:46]=1)=[O:44]. The yield is 0.930.